Dataset: Forward reaction prediction with 1.9M reactions from USPTO patents (1976-2016). Task: Predict the product of the given reaction. (1) Given the reactants Br[C:2]1[CH:7]=[C:6]([C:8]([F:11])([F:10])[F:9])[CH:5]=[CH:4][C:3]=1[S:12]([N:15]1[CH2:20][CH2:19][N:18]2[C:21](=[O:28])[C:22]3[CH:27]=[CH:26][CH:25]=[N:24][C:23]=3[CH:17]2[CH2:16]1)(=[O:14])=[O:13].[CH3:29]B1OB(C)OB(C)O1.C(=O)([O-])[O-].[K+].[K+], predict the reaction product. The product is: [CH3:29][C:2]1[CH:7]=[C:6]([C:8]([F:11])([F:10])[F:9])[CH:5]=[CH:4][C:3]=1[S:12]([N:15]1[CH2:20][CH2:19][N:18]2[C:21](=[O:28])[C:22]3[CH:27]=[CH:26][CH:25]=[N:24][C:23]=3[CH:17]2[CH2:16]1)(=[O:14])=[O:13]. (2) Given the reactants [NH2:1][C:2]1[CH:3]=[CH:4][C:5]([CH:11]2[CH2:16][CH2:15][N:14]([C:17]3[N:22]=[C:21]([O:23][CH2:24][C@H:25]4[CH2:27][C@H:26]4[C:28]#[N:29])[N:20]=[C:19]([C:30]([O:32]C)=[O:31])[N:18]=3)[CH2:13][CH2:12]2)=[N:6][C:7]=1[C:8](=[O:10])[NH2:9].[Li+].[OH-].Cl, predict the reaction product. The product is: [NH2:1][C:2]1[CH:3]=[CH:4][C:5]([CH:11]2[CH2:12][CH2:13][N:14]([C:17]3[N:22]=[C:21]([O:23][CH2:24][C@H:25]4[CH2:27][C@H:26]4[C:28]#[N:29])[N:20]=[C:19]([C:30]([OH:32])=[O:31])[N:18]=3)[CH2:15][CH2:16]2)=[N:6][C:7]=1[C:8](=[O:10])[NH2:9].